From a dataset of Experimentally validated miRNA-target interactions with 360,000+ pairs, plus equal number of negative samples. Binary Classification. Given a miRNA mature sequence and a target amino acid sequence, predict their likelihood of interaction. The miRNA is hsa-miR-7110-3p with sequence UCUCUCUCCCACUUCCCUGCAG. The protein sequence of the target gene is MRVTLATIAWMVSFVSNYSHTANILPDIENEDFIKDCVRIHNKFRSEVKPTASDMLYMTWDPALAQIAKAWASNCQFSHNTRLKPPHKLHPNFTSLGENIWTGSVPIFSVSSAITNWYDEIQDYDFKTRICKKVCGHYTQVVWADSYKVGCAVQFCPKVSGFDALSNGAHFICNYGPGGNYPTWPYKRGATCSACPNNDKCLDNLCVNRQRDQVKRYYSVVYPGWPIYPRNRYTSLFLIVNSVILILSVIITILVQHKYPNLVLLD. Result: 0 (no interaction).